Predict the product of the given reaction. From a dataset of Forward reaction prediction with 1.9M reactions from USPTO patents (1976-2016). (1) Given the reactants Cl.[C:2]([C:5]1[CH:10]=[CH:9][C:8]([CH2:11][NH:12][C:13]([C:15]2[CH:19]=[C:18]([CH3:20])[N:17]([C:21]3[CH:26]=[CH:25][C:24]([F:27])=[CH:23][CH:22]=3)[C:16]=2[CH3:28])=[O:14])=[CH:7][CH:6]=1)(=[NH:4])[NH2:3].C(=O)([O-])[O-].[K+].[K+].Cl[C:36]([O:38][CH2:39][CH3:40])=[O:37], predict the reaction product. The product is: [NH2:4]/[C:2](=[N:3]\[C:36](=[O:37])[O:38][CH2:39][CH3:40])/[C:5]1[CH:10]=[CH:9][C:8]([CH2:11][NH:12][C:13]([C:15]2[CH:19]=[C:18]([CH3:20])[N:17]([C:21]3[CH:22]=[CH:23][C:24]([F:27])=[CH:25][CH:26]=3)[C:16]=2[CH3:28])=[O:14])=[CH:7][CH:6]=1. (2) Given the reactants [N+:1]([C:4]1[CH:9]=[CH:8][C:7]([CH2:10][CH2:11][C:12]2[C:21]([CH3:22])=[C:20]([O:23][Si](C(C)(C)C)(C)C)[C:19]3[C:14](=[CH:15][CH:16]=[CH:17][CH:18]=3)[N:13]=2)=[CH:6][CH:5]=1)([O-:3])=[O:2].Cl, predict the reaction product. The product is: [N+:1]([C:4]1[CH:5]=[CH:6][C:7]([CH2:10][CH2:11][C:12]2[C:21]([CH3:22])=[C:20]([OH:23])[C:19]3[C:14](=[CH:15][CH:16]=[CH:17][CH:18]=3)[N:13]=2)=[CH:8][CH:9]=1)([O-:3])=[O:2]. (3) Given the reactants [C:1]([C:5]1[N:6]=[C:7]([N:22]2[CH2:27][CH2:26][O:25][CH2:24][CH2:23]2)[C:8]2[N:13]=[N:12][N:11]([CH2:14][C:15]3[CH:20]=[CH:19][CH:18]=[CH:17][C:16]=3[Cl:21])[C:9]=2[N:10]=1)([CH3:4])([CH3:3])[CH3:2].[C:28](C1N=C(Cl)C2N=NN(CC3C=CC=CC=3Cl)C=2N=1)(C)(C)C.Cl.N1CCC[C@H](O)C1, predict the reaction product. The product is: [C:1]([C:5]1[N:6]=[C:7]([N:22]2[CH2:27][CH2:26][CH2:28][C@H:24]([OH:25])[CH2:23]2)[C:8]2[N:13]=[N:12][N:11]([CH2:14][C:15]3[CH:20]=[CH:19][CH:18]=[CH:17][C:16]=3[Cl:21])[C:9]=2[N:10]=1)([CH3:2])([CH3:3])[CH3:4]. (4) Given the reactants [OH:1][CH:2]1[N:14]([CH3:15])[C:13](=[O:16])[C:12]2[C:11]3[CH:10]=[C:9]([CH3:17])[CH:8]=[CH:7][C:6]=3[NH:5][C:4]=2[CH2:3]1.[CH3:18][C:19]1[CH:24]=[CH:23][C:22]([CH:25]=[CH2:26])=[CH:21][N:20]=1.[OH-].[K+], predict the reaction product. The product is: [OH:1][CH:2]1[N:14]([CH3:15])[C:13](=[O:16])[C:12]2[C:11]3[CH:10]=[C:9]([CH3:17])[CH:8]=[CH:7][C:6]=3[N:5]([CH2:26][CH2:25][C:22]3[CH:21]=[N:20][C:19]([CH3:18])=[CH:24][CH:23]=3)[C:4]=2[CH2:3]1. (5) Given the reactants C[O:2][C:3](=[O:22])[CH2:4][CH2:5][N:6]1[C:11]2[CH:12]=[CH:13][CH:14]=[C:15]([CH2:16][CH3:17])[C:10]=2[O:9][CH:8]([CH:18]([CH3:20])[CH3:19])[C:7]1=[O:21].[OH-].[Na+], predict the reaction product. The product is: [CH2:16]([C:15]1[C:10]2[O:9][CH:8]([CH:18]([CH3:20])[CH3:19])[C:7](=[O:21])[N:6]([CH2:5][CH2:4][C:3]([OH:22])=[O:2])[C:11]=2[CH:12]=[CH:13][CH:14]=1)[CH3:17]. (6) Given the reactants [OH:1][C:2]1[CH:3]=[C:4]([CH2:8][CH2:9][C:10]([O:12][CH3:13])=[O:11])[CH:5]=[CH:6][CH:7]=1.[F:14][C:15]1[CH:20]=[CH:19][C:18]([O:21][CH3:22])=[CH:17][C:16]=1[C:23]1[CH:24]=[CH:25][C:26]([CH2:34]O)=[N:27][C:28]=1[CH2:29][C:30]([CH3:33])([CH3:32])[CH3:31].C1(P(C2C=CC=CC=2)C2C=CC=CC=2)C=CC=CC=1.N(C(OCC)=O)=NC(OCC)=O, predict the reaction product. The product is: [F:14][C:15]1[CH:20]=[CH:19][C:18]([O:21][CH3:22])=[CH:17][C:16]=1[C:23]1[CH:24]=[CH:25][C:26]([CH2:34][O:1][C:2]2[CH:3]=[C:4]([CH2:8][CH2:9][C:10]([O:12][CH3:13])=[O:11])[CH:5]=[CH:6][CH:7]=2)=[N:27][C:28]=1[CH2:29][C:30]([CH3:32])([CH3:31])[CH3:33]. (7) Given the reactants Br[C:2]1[CH:7]=[C:6]([F:8])[C:5]([CH:9]([O:22][CH2:23][CH3:24])[C:10]([NH:12][CH2:13][C:14]2[CH:19]=[CH:18][C:17]([C:20]#[N:21])=[CH:16][CH:15]=2)=[O:11])=[C:4]([F:25])[CH:3]=1.[OH:26][C:27]1[CH:32]=[CH:31][CH:30]=[CH:29][C:28]=1B(O)O, predict the reaction product. The product is: [C:20]([C:17]1[CH:18]=[CH:19][C:14]([CH2:13][NH:12][C:10](=[O:11])[CH:9]([C:5]2[C:6]([F:8])=[CH:7][C:2]([C:28]3[CH:29]=[CH:30][CH:31]=[CH:32][C:27]=3[OH:26])=[CH:3][C:4]=2[F:25])[O:22][CH2:23][CH3:24])=[CH:15][CH:16]=1)#[N:21].